Task: Predict which catalyst facilitates the given reaction.. Dataset: Catalyst prediction with 721,799 reactions and 888 catalyst types from USPTO (1) Reactant: [Br:1][C:2]1[C:10]2[C:5](=[CH:6][C:7]([NH:13][C:14](=[O:24])[CH2:15][CH:16]([C:18]3[CH:23]=[CH:22][CH:21]=[CH:20][CH:19]=3)[CH3:17])=[C:8]([CH:11]=O)[CH:9]=2)[N:4]([C:25]([C:38]2[CH:43]=[CH:42][CH:41]=[CH:40][CH:39]=2)([C:32]2[CH:37]=[CH:36][CH:35]=[CH:34][CH:33]=2)[C:26]2[CH:31]=[CH:30][CH:29]=[CH:28][CH:27]=2)[N:3]=1.CO[Na]. Product: [Br:1][C:2]1[C:10]2[CH:9]=[C:8]3[C:7](=[CH:6][C:5]=2[N:4]([C:25]([C:38]2[CH:43]=[CH:42][CH:41]=[CH:40][CH:39]=2)([C:26]2[CH:27]=[CH:28][CH:29]=[CH:30][CH:31]=2)[C:32]2[CH:37]=[CH:36][CH:35]=[CH:34][CH:33]=2)[N:3]=1)[NH:13][C:14](=[O:24])[C:15]([CH:16]([C:18]1[CH:19]=[CH:20][CH:21]=[CH:22][CH:23]=1)[CH3:17])=[CH:11]3. The catalyst class is: 5. (2) The catalyst class is: 115. Product: [OH:7][CH2:8][C@H:9]([CH3:38])[O:10][C:11]1[CH:12]=[C:13]([CH:23]=[C:24]([O:26][C:27]2[CH:32]=[CH:31][C:30]([C:33]3[CH:37]=[CH:36][NH:35][N:34]=3)=[CH:29][CH:28]=2)[CH:25]=1)[C:14]([NH:16][C:17]1[CH:21]=[CH:20][N:19]([CH3:22])[N:18]=1)=[O:15]. Reactant: C[Si](I)(C)C.C[O:7][CH2:8][C@H:9]([CH3:38])[O:10][C:11]1[CH:12]=[C:13]([CH:23]=[C:24]([O:26][C:27]2[CH:32]=[CH:31][C:30]([C:33]3[CH:37]=[CH:36][NH:35][N:34]=3)=[CH:29][CH:28]=2)[CH:25]=1)[C:14]([NH:16][C:17]1[CH:21]=[CH:20][N:19]([CH3:22])[N:18]=1)=[O:15]. (3) Reactant: [I:1][C:2]1[CH:3]=[C:4]2[C:9](=[CH:10][CH:11]=1)[N:8]=[C:7]([C:12]([OH:14])=O)[CH:6]=[N:5]2.CN(C)C=O.S(Cl)([Cl:22])=O. Product: [I:1][C:2]1[CH:3]=[C:4]2[C:9](=[CH:10][CH:11]=1)[N:8]=[C:7]([C:12]([Cl:22])=[O:14])[CH:6]=[N:5]2. The catalyst class is: 4. (4) Reactant: [F:1][C:2]1[CH:7]=[CH:6][C:5]([CH2:8][C:9]([OH:11])=O)=[CH:4][C:3]=1[C:12]([F:15])([F:14])[F:13].C(Cl)(=O)C(Cl)=O.CN(C)C=O.[S:27]1[CH2:32][CH2:31][CH:30]([CH2:33][NH:34][C@@H:35]([C:37]2[N:38]([C:48]3[CH:53]=[CH:52][C:51]([O:54][CH2:55][C:56]([F:59])([F:58])[F:57])=[CH:50][CH:49]=3)[C:39](=[O:47])[C:40]3[CH:46]=[CH:45][CH:44]=[N:43][C:41]=3[N:42]=2)[CH3:36])[CH2:29][CH2:28]1.C(N(CC)CC)C. Product: [F:1][C:2]1[CH:7]=[CH:6][C:5]([CH2:8][C:9]([N:34]([C@@H:35]([C:37]2[N:38]([C:48]3[CH:49]=[CH:50][C:51]([O:54][CH2:55][C:56]([F:57])([F:59])[F:58])=[CH:52][CH:53]=3)[C:39](=[O:47])[C:40]3[CH:46]=[CH:45][CH:44]=[N:43][C:41]=3[N:42]=2)[CH3:36])[CH2:33][CH:30]2[CH2:31][CH2:32][S:27][CH2:28][CH2:29]2)=[O:11])=[CH:4][C:3]=1[C:12]([F:15])([F:14])[F:13]. The catalyst class is: 4. (5) Reactant: O[C:2]1[CH:15]=[C:14]2[C:5]([C:6]3([CH3:18])[C:11]([CH2:12][CH2:13]2)=[C:10](C)[C:9](=[O:17])[CH2:8][CH2:7]3)=[CH:4][CH:3]=1.F[C:20](F)(F)C(O)=O. Product: [CH3:18][C:6]12[CH:5]3[C:14](=[C:15]([CH3:20])[CH2:2][CH2:3][CH2:4]3)[CH2:13][CH2:12][C:11]1=[CH:10][C:9]([OH:17])=[CH:8][CH2:7]2. The catalyst class is: 291. (6) Reactant: [OH:1][C@@:2]1([CH2:22][O:23][CH3:24])[CH2:7][CH2:6][CH2:5][CH2:4][C@H:3]1[N:8]1[C:12]([C:13]2[CH:18]=[CH:17][CH:16]=[CH:15][CH:14]=2)=[C:11]([C:19]([OH:21])=O)[N:10]=[CH:9]1.Cl.[Cl:26][C:27]1[CH:51]=[CH:50][CH:49]=[CH:48][C:28]=1[O:29][CH2:30][CH2:31][C@H:32]1[NH:37][CH2:36][CH2:35][N:34]([C:38]([O:40][CH2:41][C:42]2[CH:47]=[CH:46][CH:45]=[CH:44][CH:43]=2)=[O:39])[CH2:33]1.CCN=C=NCCCN(C)C.Cl.C1C=CC2N(O)N=NC=2C=1.C(=O)([O-])O.[Na+]. Product: [Cl:26][C:27]1[CH:51]=[CH:50][CH:49]=[CH:48][C:28]=1[O:29][CH2:30][CH2:31][C@H:32]1[N:37]([C:19]([C:11]2[N:10]=[CH:9][N:8]([C@@H:3]3[CH2:4][CH2:5][CH2:6][CH2:7][C@@:2]3([OH:1])[CH2:22][O:23][CH3:24])[C:12]=2[C:13]2[CH:14]=[CH:15][CH:16]=[CH:17][CH:18]=2)=[O:21])[CH2:36][CH2:35][N:34]([C:38]([O:40][CH2:41][C:42]2[CH:43]=[CH:44][CH:45]=[CH:46][CH:47]=2)=[O:39])[CH2:33]1. The catalyst class is: 338. (7) The catalyst class is: 201. Reactant: [CH2:1]([N:3]1[CH2:7][CH2:6][C@H:5]([C:8]([C:18]2[CH:23]=[CH:22][CH:21]=[CH:20][CH:19]=2)([C:12]2[CH:17]=[CH:16][CH:15]=[CH:14][CH:13]=2)[C:9](N)=[O:10])[CH2:4]1)[CH3:2].[OH-].[Na+].[OH:26]S([O-])(=O)=O.[K+]. Product: [CH2:1]([N:3]1[CH2:7][CH2:6][C@H:5]([C:8]([C:12]2[CH:17]=[CH:16][CH:15]=[CH:14][CH:13]=2)([C:18]2[CH:23]=[CH:22][CH:21]=[CH:20][CH:19]=2)[C:9]([OH:26])=[O:10])[CH2:4]1)[CH3:2]. (8) Reactant: [C:1]12[C:12]([O:13][CH:14]3[CH2:19][CH2:18][CH:17]([NH2:20])[CH2:16][CH2:15]3)=[N:11][CH:10]=[N:9][C:8]=1[S:7][C:6]1[CH2:5][CH2:4][CH2:3][C:2]2=1.Cl[CH2:22][C:23]([N:25]1[CH2:29][CH2:28][CH2:27][CH2:26]1)=[O:24]. Product: [N:25]1([C:23](=[O:24])[CH2:22][NH:20][C@H:17]2[CH2:18][CH2:19][C@H:14]([O:13][C:12]3[C:1]4[C:2]5[CH2:3][CH2:4][CH2:5][C:6]=5[S:7][C:8]=4[N:9]=[CH:10][N:11]=3)[CH2:15][CH2:16]2)[CH2:29][CH2:28][CH2:27][CH2:26]1.[O:24]=[C:23]([N:25]1[CH2:29][CH2:28][CH2:27][CH2:26]1)[CH2:22][N:20]([C@H:17]1[CH2:18][CH2:19][C@H:14]([O:13][C:12]2[C:1]3[C:2]4[CH2:3][CH2:4][CH2:5][C:6]=4[S:7][C:8]=3[N:9]=[CH:10][N:11]=2)[CH2:15][CH2:16]1)[CH2:22][C:23]([N:25]1[CH2:29][CH2:28][CH2:27][CH2:26]1)=[O:24]. The catalyst class is: 8.